Predict the reactants needed to synthesize the given product. From a dataset of Full USPTO retrosynthesis dataset with 1.9M reactions from patents (1976-2016). (1) Given the product [CH3:33][N:27]1[CH2:26][C:25]([NH:24][C:9]2[CH:10]=[C:11]3[C:20](=[CH:21][C:8]=2[C:3]2[CH:4]=[CH:5][CH:6]=[CH:7][C:2]=2[F:1])[O:19][CH2:18][C:17]2[N:12]3[CH:13]([CH3:23])[C:14](=[O:22])[NH:15][N:16]=2)([CH3:29])[CH2:28]1, predict the reactants needed to synthesize it. The reactants are: [F:1][C:2]1[CH:7]=[CH:6][CH:5]=[CH:4][C:3]=1[C:8]1[CH:21]=[C:20]2[C:11]([N:12]3[C:17]([CH2:18][O:19]2)=[N:16][NH:15][C:14](=[O:22])[CH:13]3[CH3:23])=[CH:10][C:9]=1[NH:24][C:25]1([CH3:29])[CH2:28][NH:27][CH2:26]1.C=O.[BH3-][C:33]#N.[Na+].O. (2) Given the product [NH2:3][O:12][C@H:13]1[CH2:17][CH2:16][C@H:15]([CH2:18][NH:19][C:20](=[O:26])[O:21][C:22]([CH3:24])([CH3:23])[CH3:25])[CH2:14]1, predict the reactants needed to synthesize it. The reactants are: O=C1C2C(=CC=CC=2)C(=O)[N:3]1[O:12][C@H:13]1[CH2:17][CH2:16][C@H:15]([CH2:18][NH:19][C:20](=[O:26])[O:21][C:22]([CH3:25])([CH3:24])[CH3:23])[CH2:14]1.O.NN.